Dataset: Reaction yield outcomes from USPTO patents with 853,638 reactions. Task: Predict the reaction yield, written as a fraction of the theoretical maximum amount of product (1.0 means a 100% yield; for example, 0.34 means a 34% yield). (1) The reactants are Br[C:2]1[N:7]=[C:6]([C:8]([O:10][CH3:11])=[O:9])[CH:5]=[CH:4][CH:3]=1.Cl.[NH:13]1[CH2:16][CH2:15][CH2:14]1.C([O-])([O-])=O.[K+].[K+].N1CCC[C@H]1C(O)=O. The catalyst is CS(C)=O.[Cu]I. The product is [N:13]1([C:2]2[N:7]=[C:6]([C:8]([O:10][CH3:11])=[O:9])[CH:5]=[CH:4][CH:3]=2)[CH2:16][CH2:15][CH2:14]1. The yield is 0.640. (2) The reactants are [NH2:1][C:2]1[N:3]=[CH:4][C:5]([C:8]2[CH:13]=[CH:12][C:11]([C:14]3[C:15]([S:20]([NH:23]C(C)(C)C)(=[O:22])=[O:21])=[CH:16][CH:17]=[CH:18][CH:19]=3)=[CH:10][C:9]=2[F:28])=[N:6][CH:7]=1.C1(OC)C=CC=CC=1.C(O)(C(F)(F)F)=O. No catalyst specified. The product is [NH2:1][C:2]1[N:3]=[CH:4][C:5]([C:8]2[CH:13]=[CH:12][C:11]([C:14]3[C:15]([S:20]([NH2:23])(=[O:22])=[O:21])=[CH:16][CH:17]=[CH:18][CH:19]=3)=[CH:10][C:9]=2[F:28])=[N:6][CH:7]=1. The yield is 0.724. (3) The reactants are C[Al](C)C.[CH3:5][O:6][C:7]1[CH:8]=[C:9]([CH2:15][CH2:16][C:17]2[CH:18]=[C:19]([NH2:22])[NH:20][N:21]=2)[CH:10]=[C:11]([O:13][CH3:14])[CH:12]=1.[CH2:23]([N:25]1[CH2:30][CH2:29][N:28]([C:31]2[CH:40]=[CH:39][C:34]([C:35](OC)=[O:36])=[CH:33][CH:32]=2)[CH2:27][CH2:26]1)[CH3:24].Cl. The catalyst is C1(C)C=CC=CC=1.CO. The product is [CH3:14][O:13][C:11]1[CH:10]=[C:9]([CH2:15][CH2:16][C:17]2[CH:18]=[C:19]([NH:22][C:35](=[O:36])[C:34]3[CH:33]=[CH:32][C:31]([N:28]4[CH2:27][CH2:26][N:25]([CH2:23][CH3:24])[CH2:30][CH2:29]4)=[CH:40][CH:39]=3)[NH:20][N:21]=2)[CH:8]=[C:7]([O:6][CH3:5])[CH:12]=1. The yield is 0.510. (4) The reactants are [CH3:1][C:2]1[N:3]=[CH:4][C:5]([C:8]([OH:10])=O)=[N:6][CH:7]=1.Cl.CN(C)CCCN=C=NCC.ON1C2C=CC=CC=2N=N1.Cl.[CH3:34][NH:35][O:36][CH3:37]. The catalyst is CN(C)C=O.C(OCC)(=O)C.O.C(N(CC)CC)C. The product is [CH3:37][O:36][N:35]([CH3:34])[C:8]([C:5]1[CH:4]=[N:3][C:2]([CH3:1])=[CH:7][N:6]=1)=[O:10]. The yield is 0.720. (5) The reactants are [I:1]/[CH:2]=[CH:3]\[C:4]([OH:6])=O.CCN(C(C)C)C(C)C.CN(C(ON1N=NC2C=CC=NC1=2)=[N+](C)C)C.F[P-](F)(F)(F)(F)F.Cl.[F:41][C:42]1([F:46])[CH2:45][NH:44][CH2:43]1. The catalyst is C(Cl)Cl.CCCCCC.C(OCC)(=O)C. The product is [F:41][C:42]1([F:46])[CH2:45][N:44]([C:4](=[O:6])/[CH:3]=[CH:2]\[I:1])[CH2:43]1. The yield is 0.523. (6) The catalyst is CC(N(C)C)=O.O. The yield is 0.0900. The product is [Cl:1][C:2]1[CH:3]=[C:4]([NH:16][C:17]2[C:26]3[C:21](=[CH:22][CH:23]=[CH:24][C:25]=3[O:27][C@H:28]([CH3:32])[C:29]([N:66]3[CH2:71][CH2:70][O:69][CH2:68][CH2:67]3)=[O:31])[N:20]=[CH:19][N:18]=2)[CH:5]=[CH:6][C:7]=1[O:8][CH2:9][C:10]1[CH:15]=[CH:14][CH:13]=[CH:12][N:11]=1. The reactants are [Cl:1][C:2]1[CH:3]=[C:4]([NH:16][C:17]2[C:26]3[C:21](=[CH:22][CH:23]=[CH:24][C:25]=3[O:27][C@H:28]([CH3:32])[C:29]([OH:31])=O)[N:20]=[CH:19][N:18]=2)[CH:5]=[CH:6][C:7]=1[O:8][CH2:9][C:10]1[CH:15]=[CH:14][CH:13]=[CH:12][N:11]=1.C(N(CC)C(C)C)(C)C.CN(C(ON1N=NC2C=CC=NC1=2)=[N+](C)C)C.F[P-](F)(F)(F)(F)F.[NH:66]1[CH2:71][CH2:70][O:69][CH2:68][CH2:67]1. (7) The reactants are [OH:1][C:2]1[C:9]([CH3:10])=[CH:8][C:5]([C:6]#[N:7])=[CH:4][C:3]=1[CH3:11].C(N(CC)CC)C.[F:19][C:20]([F:39])([F:38])[S:21](N(C1C=CC=CC=1)[S:21]([C:20]([F:39])([F:38])[F:19])(=[O:23])=[O:22])(=[O:23])=[O:22]. The catalyst is C(Cl)Cl. The product is [F:19][C:20]([F:39])([F:38])[S:21]([O:1][C:2]1[C:3]([CH3:11])=[CH:4][C:5]([C:6]#[N:7])=[CH:8][C:9]=1[CH3:10])(=[O:23])=[O:22]. The yield is 1.00. (8) The reactants are ClC([O:4][C:5](Cl)(Cl)Cl)=O.[Cl:9][C:10]1[CH:15]=[C:14]([C:16]([F:19])([F:18])[F:17])[CH:13]=[C:12]([Cl:20])[C:11]=1[O:21][C:22]1[CH:26]=[C:25]([CH3:27])[NH:24][N:23]=1.[NH3:28].O. The catalyst is C(Cl)(Cl)Cl. The product is [Cl:20][C:12]1[CH:13]=[C:14]([C:16]([F:19])([F:17])[F:18])[CH:15]=[C:10]([Cl:9])[C:11]=1[O:21][C:22]1[CH:26]=[C:25]([CH3:27])[N:24]([C:5]([NH2:28])=[O:4])[N:23]=1. The yield is 0.531. (9) The reactants are C(N(CC)CC)C.[CH3:8][N:9]1[CH2:14][CH2:13][NH:12][CH2:11][CH2:10]1.[Br:15][C:16]1[CH:21]=[CH:20][C:19]([S:22](Cl)(=[O:24])=[O:23])=[CH:18][C:17]=1[C:26]([F:29])([F:28])[F:27].C([O-])(O)=O.[Na+]. The catalyst is C(Cl)Cl. The product is [Br:15][C:16]1[CH:21]=[CH:20][C:19]([S:22]([N:12]2[CH2:13][CH2:14][N:9]([CH3:8])[CH2:10][CH2:11]2)(=[O:23])=[O:24])=[CH:18][C:17]=1[C:26]([F:29])([F:27])[F:28]. The yield is 0.940.